This data is from Reaction yield outcomes from USPTO patents with 853,638 reactions. The task is: Predict the reaction yield, written as a fraction of the theoretical maximum amount of product (1.0 means a 100% yield; for example, 0.34 means a 34% yield). The reactants are [CH3:1][N:2]1[C:6]([C:7]2[CH:12]=[CH:11][C:10]([NH:13][C:14]3[N:15]=[CH:16][C:17]4[C:22]([CH:23]=3)=[CH:21][C:20]([C:24]3[CH:25]=[N:26][N:27]([CH:29]5[CH2:34][CH2:33][N:32](C(OC(C)(C)C)=O)[CH2:31][CH2:30]5)[CH:28]=3)=[CH:19][CH:18]=4)=[C:9]([O:42][CH3:43])[CH:8]=2)=[CH:5][N:4]=[C:3]1[CH3:44].C(O)(C(F)(F)F)=O. The catalyst is C(Cl)Cl. The product is [CH3:1][N:2]1[C:6]([C:7]2[CH:12]=[CH:11][C:10]([NH:13][C:14]3[N:15]=[CH:16][C:17]4[C:22]([CH:23]=3)=[CH:21][C:20]([C:24]3[CH:25]=[N:26][N:27]([CH:29]5[CH2:34][CH2:33][NH:32][CH2:31][CH2:30]5)[CH:28]=3)=[CH:19][CH:18]=4)=[C:9]([O:42][CH3:43])[CH:8]=2)=[CH:5][N:4]=[C:3]1[CH3:44]. The yield is 0.850.